From a dataset of NCI-60 drug combinations with 297,098 pairs across 59 cell lines. Regression. Given two drug SMILES strings and cell line genomic features, predict the synergy score measuring deviation from expected non-interaction effect. Synergy scores: CSS=21.0, Synergy_ZIP=0.611, Synergy_Bliss=0.199, Synergy_Loewe=-13.3, Synergy_HSA=0.804. Drug 2: COC1=CC(=CC(=C1O)OC)C2C3C(COC3=O)C(C4=CC5=C(C=C24)OCO5)OC6C(C(C7C(O6)COC(O7)C8=CC=CS8)O)O. Cell line: OVCAR-8. Drug 1: CC1=C(C=C(C=C1)NC2=NC=CC(=N2)N(C)C3=CC4=NN(C(=C4C=C3)C)C)S(=O)(=O)N.Cl.